This data is from Reaction yield outcomes from USPTO patents with 853,638 reactions. The task is: Predict the reaction yield, written as a fraction of the theoretical maximum amount of product (1.0 means a 100% yield; for example, 0.34 means a 34% yield). (1) The catalyst is CN(C=O)C. The reactants are [Cl:1][C:2]1[CH:10]=[C:9]2[C:5]([CH:6]=[N:7][NH:8]2)=[CH:4][CH:3]=1.[I:11]I.[OH-].[K+]. The product is [Cl:1][C:2]1[CH:10]=[C:9]2[C:5]([C:6]([I:11])=[N:7][NH:8]2)=[CH:4][CH:3]=1. The yield is 0.980. (2) The reactants are [CH3:1][O:2][C:3]1[CH:4]=[C:5]2[C:10](=O)[NH:9][C:7](=O)[C:6]2=[CH:12][CH:13]=1.B.CO.Cl. The catalyst is O1CCCC1. The product is [CH3:1][O:2][C:3]1[CH:4]=[C:5]2[C:6](=[CH:12][CH:13]=1)[CH2:7][NH:9][CH2:10]2. The yield is 0.470. (3) The reactants are C(NCC)C.[Cl:6][C:7]1[CH:55]=[CH:54][CH:53]=[CH:52][C:8]=1[C:9]([NH:11][C:12](=[O:51])[NH:13][C:14]1[S:15][C:16]2[CH:22]=[C:21]([S:23]([C:26]([CH3:50])([CH3:49])[CH2:27][N:28]([CH:46]([CH3:48])[CH3:47])C(=O)OCC3C4C=CC=CC=4C4C3=CC=CC=4)(=[O:25])=[O:24])[CH:20]=[CH:19][C:17]=2[N:18]=1)=[O:10]. The catalyst is C1COCC1. The product is [Cl:6][C:7]1[CH:55]=[CH:54][CH:53]=[CH:52][C:8]=1[C:9]([NH:11][C:12](=[O:51])[NH:13][C:14]1[S:15][C:16]2[CH:22]=[C:21]([S:23]([C:26]([CH3:49])([CH3:50])[CH2:27][NH:28][CH:46]([CH3:48])[CH3:47])(=[O:25])=[O:24])[CH:20]=[CH:19][C:17]=2[N:18]=1)=[O:10]. The yield is 0.0453. (4) The yield is 0.640. The product is [CH3:29][O:28][C:24](=[O:27])/[C:25](/[I:30])=[CH:26]\[CH:2]1[CH2:8][CH2:7][CH2:6][CH2:5][CH2:4][CH2:3]1. The reactants are [Mg].[CH:2]1(Br)[CH2:8][CH2:7][CH2:6][CH2:5][CH2:4][CH2:3]1.[Cl-].[Li+].[Cu]C#N.C1([Mg]Br)CCCCCC1.[C:24]([O:28][CH3:29])(=[O:27])[C:25]#[CH:26].[I:30]I. The catalyst is O1CCCC1.BrCCBr. (5) The reactants are [C:1]([O:5][C:6]([N:8]1[C@@H:12]([C:13]#[C:14][CH:15]([C:17]2[CH:22]=[CH:21][C:20]([Cl:23])=[CH:19][CH:18]=2)[OH:16])[CH2:11][O:10][C:9]1([CH3:25])[CH3:24])=[O:7])([CH3:4])([CH3:3])[CH3:2].I[CH3:27]. The catalyst is [Ag]=O. The product is [C:1]([O:5][C:6]([N:8]1[C@@H:12]([C:13]#[C:14][CH:15]([C:17]2[CH:18]=[CH:19][C:20]([Cl:23])=[CH:21][CH:22]=2)[O:16][CH3:27])[CH2:11][O:10][C:9]1([CH3:25])[CH3:24])=[O:7])([CH3:4])([CH3:2])[CH3:3]. The yield is 0.760. (6) The reactants are [Cl:1][C:2]1[CH:3]=[C:4]2[C:10]3([CH2:14][CH2:13][N:12]([C:15]([C@@H:17]4[CH2:21][O:20]C(C)(C)[O:18]4)=[O:16])[CH2:11]3)[CH2:9][N:8]([C:24]([NH:26][C:27]3[S:28][C:29]([Cl:32])=[CH:30][N:31]=3)=[O:25])[C:5]2=[CH:6][CH:7]=1.CO.Cl. The catalyst is O1CCCC1.O. The product is [Cl:1][C:2]1[CH:3]=[C:4]2[C:10]3([CH2:14][CH2:13][N:12]([C:15](=[O:16])[C@@H:17]([OH:18])[CH2:21][OH:20])[CH2:11]3)[CH2:9][N:8]([C:24]([NH:26][C:27]3[S:28][C:29]([Cl:32])=[CH:30][N:31]=3)=[O:25])[C:5]2=[CH:6][CH:7]=1. The yield is 0.410. (7) The reactants are [C:12]([O:11][C:9](O[C:9]([O:11][C:12]([CH3:15])([CH3:14])[CH3:13])=[O:10])=[O:10])([CH3:15])([CH3:14])[CH3:13].[Br:16][C:17]1[CH:26]=[C:25]2[C:20]([CH2:21][CH2:22][NH:23][CH2:24]2)=[CH:19][CH:18]=1.C(N(CC)CC)C. The catalyst is C1COCC1. The product is [Br:16][C:17]1[CH:26]=[C:25]2[C:20]([CH2:21][CH2:22][N:23]([C:9]([O:11][C:12]([CH3:13])([CH3:14])[CH3:15])=[O:10])[CH2:24]2)=[CH:19][CH:18]=1. The yield is 0.970. (8) The reactants are [CH:1]([NH:4][C:5]([C:7]1[C:15]2[C:10](=[N:11][CH:12]=[C:13]([C:16]3[C:24]4[CH2:23][CH2:22][C:21]([CH3:26])([CH3:25])[CH2:20][C:19]=4[N:18]([CH3:27])[N:17]=3)[N:14]=2)[N:9](COCC[Si](C)(C)C)[CH:8]=1)=[O:6])([CH3:3])[CH3:2].C(O)(C(F)(F)F)=O. The catalyst is ClCCl. The product is [CH:1]([NH:4][C:5]([C:7]1[C:15]2[C:10](=[N:11][CH:12]=[C:13]([C:16]3[C:24]4[CH2:23][CH2:22][C:21]([CH3:25])([CH3:26])[CH2:20][C:19]=4[N:18]([CH3:27])[N:17]=3)[N:14]=2)[NH:9][CH:8]=1)=[O:6])([CH3:3])[CH3:2]. The yield is 0.813. (9) The reactants are [NH2:1][CH2:2][C:3]1[CH:30]=[CH:29][C:6]([CH2:7][N:8]([CH2:21][C:22]2[CH:27]=[CH:26][C:25]([F:28])=[CH:24][CH:23]=2)[S:9]([C:12]2[CH:17]=[C:16]([Cl:18])[CH:15]=[C:14]([Cl:19])[C:13]=2[OH:20])(=[O:11])=[O:10])=[CH:5][CH:4]=1.C(Cl)Cl.[F:34][C:35]1[CH:42]=[CH:41][C:38]([CH:39]=O)=[CH:37][CH:36]=1.[BH4-].[Na+]. The catalyst is C(O)(C)C. The product is [Cl:19][C:14]1[C:13]([OH:20])=[C:12]([S:9]([N:8]([CH2:21][C:22]2[CH:27]=[CH:26][C:25]([F:28])=[CH:24][CH:23]=2)[CH2:7][C:6]2[CH:5]=[CH:4][C:3]([CH2:2][NH:1][CH2:39][C:38]3[CH:41]=[CH:42][C:35]([F:34])=[CH:36][CH:37]=3)=[CH:30][CH:29]=2)(=[O:11])=[O:10])[CH:17]=[C:16]([Cl:18])[CH:15]=1. The yield is 0.570.